Dataset: Peptide-MHC class I binding affinity with 185,985 pairs from IEDB/IMGT. Task: Regression. Given a peptide amino acid sequence and an MHC pseudo amino acid sequence, predict their binding affinity value. This is MHC class I binding data. (1) The peptide sequence is RQADILRQF. The MHC is HLA-B15:09 with pseudo-sequence HLA-B15:09. The binding affinity (normalized) is 0.0847. (2) The peptide sequence is FLILCSVLL. The MHC is HLA-A11:01 with pseudo-sequence HLA-A11:01. The binding affinity (normalized) is 0.0847. (3) The binding affinity (normalized) is 0.372. The peptide sequence is WKFDSRLAL. The MHC is HLA-B15:01 with pseudo-sequence HLA-B15:01. (4) The peptide sequence is RYLALYNKY. The MHC is HLA-A23:01 with pseudo-sequence HLA-A23:01. The binding affinity (normalized) is 0.415. (5) The peptide sequence is YYHMMKDEP. The binding affinity (normalized) is 0.00209. The MHC is HLA-A24:02 with pseudo-sequence HLA-A24:02. (6) The peptide sequence is YVQLESRFT. The MHC is HLA-A24:02 with pseudo-sequence HLA-A24:02. The binding affinity (normalized) is 0. (7) The peptide sequence is GFEARIVDK. The MHC is HLA-A31:01 with pseudo-sequence HLA-A31:01. The binding affinity (normalized) is 0.318.